The task is: Binary Classification. Given a miRNA mature sequence and a target amino acid sequence, predict their likelihood of interaction.. This data is from Experimentally validated miRNA-target interactions with 360,000+ pairs, plus equal number of negative samples. The miRNA is hsa-miR-517a-3p with sequence AUCGUGCAUCCCUUUAGAGUGU. The protein sequence of the target gene is MGTARIAPGLALLLCCPVLSSAYALVDADDVMTKEEQIFLLHRAQAQCEKRLKEVLQRPASIMESDKGWTSASTSGKPRKDKASGKLYPESEEDKEAPTGSRYRGRPCLPEWDHILCWPLGAPGEVVAVPCPDYIYDFNHKGHAYRRCDRNGSWELVPGHNRTWANYSECVKFLTNETREREVFDRLGMIYTVGYSVSLASLTVAVLILAYFRRLHCTRNYIHMHLFLSFMLRAVSIFVKDAVLYSGATLDEAERLTEEELRAIAQAPPPPATAAAGYAGCRVAVTFFLYFLATNYYWIL.... Result: 0 (no interaction).